From a dataset of Forward reaction prediction with 1.9M reactions from USPTO patents (1976-2016). Predict the product of the given reaction. (1) Given the reactants [N+:1]([C:4]1[CH:13]=[CH:12][C:7]([C:8]([O:10][CH3:11])=[O:9])=[C:6]([C:14]([F:17])([F:16])[F:15])[CH:5]=1)([O-])=O.O.O.[Sn](Cl)(Cl)(Cl)Cl, predict the reaction product. The product is: [NH2:1][C:4]1[CH:13]=[CH:12][C:7]([C:8]([O:10][CH3:11])=[O:9])=[C:6]([C:14]([F:15])([F:16])[F:17])[CH:5]=1. (2) Given the reactants [CH3:1][C:2]1[O:3][C:4]2[C:16]([CH3:17])=[C:15]([CH3:18])[C:14]([NH2:19])=[C:13]([CH3:20])[C:5]=2[C:6]=1[C:7]1[CH:12]=[CH:11][CH:10]=[CH:9][CH:8]=1.[F:21][C:22]1[CH:30]=[CH:29][C:25]([C:26](Cl)=[O:27])=[CH:24][CH:23]=1, predict the reaction product. The product is: [F:21][C:22]1[CH:30]=[CH:29][C:25]([C:26]([NH:19][C:14]2[C:15]([CH3:18])=[C:16]([CH3:17])[C:4]3[O:3][C:2]([CH3:1])=[C:6]([C:7]4[CH:8]=[CH:9][CH:10]=[CH:11][CH:12]=4)[C:5]=3[C:13]=2[CH3:20])=[O:27])=[CH:24][CH:23]=1. (3) Given the reactants [CH3:1][O:2][C:3]1[CH:12]=[C:11]2[C:6]([C:7]([C:17]([NH:19][CH3:20])=[O:18])=[CH:8][C:9](=[O:16])[N:10]2[CH2:13][CH:14]=O)=[CH:5][CH:4]=1.[O:21]1[C:26]2[CH:27]=[CH:28][C:29]([CH2:31][N:32]([CH:40]3[CH2:45][CH2:44][NH:43][CH2:42][CH2:41]3)[C:33](=[O:39])[O:34][C:35]([CH3:38])([CH3:37])[CH3:36])=[CH:30][C:25]=2[O:24][CH2:23][CH2:22]1.C(O[BH-](OC(=O)C)OC(=O)C)(=O)C.[Na+].C(=O)([O-])O.[Na+], predict the reaction product. The product is: [C:35]([O:34][C:33](=[O:39])[N:32]([CH2:31][C:29]1[CH:28]=[CH:27][C:26]2[O:21][CH2:22][CH2:23][O:24][C:25]=2[CH:30]=1)[CH:40]1[CH2:45][CH2:44][N:43]([CH2:14][CH2:13][N:10]2[C:11]3[C:6](=[CH:5][CH:4]=[C:3]([O:2][CH3:1])[CH:12]=3)[C:7]([C:17]([NH:19][CH3:20])=[O:18])=[CH:8][C:9]2=[O:16])[CH2:42][CH2:41]1)([CH3:38])([CH3:36])[CH3:37]. (4) Given the reactants [Cl:1][C:2]1[CH:18]=[CH:17][C:5]([O:6][C:7]2[CH:14]=[CH:13][C:12]([CH2:15][OH:16])=[CH:11][C:8]=2[C:9]#[N:10])=[CH:4][C:3]=1[F:19].Cl[C:21]1[CH:31]=[C:25]2[N:26]([CH3:30])[CH2:27][CH2:28][CH2:29][N:24]2[C:23](=[O:32])[N:22]=1, predict the reaction product. The product is: [Cl:1][C:2]1[CH:18]=[CH:17][C:5]([O:6][C:7]2[CH:14]=[CH:13][C:12]([CH2:15][O:16][C:21]3[CH:31]=[C:25]4[N:26]([CH3:30])[CH2:27][CH2:28][CH2:29][N:24]4[C:23](=[O:32])[N:22]=3)=[CH:11][C:8]=2[C:9]#[N:10])=[CH:4][C:3]=1[F:19]. (5) The product is: [CH3:9][O:8][C:5]1[C:4]([C:10]2[O:11][C:12]3[CH:18]=[CH:17][C:16]([C:19]4[CH:24]=[CH:23][C:22]5[O:25][CH2:26][O:27][C:21]=5[CH:20]=4)=[CH:15][C:13]=3[N:14]=2)=[CH:3][C:2]([N:1]2[C:37](=[O:38])[C:31]3[C:30](=[CH:29][CH:28]=[C:33]([C:34]([OH:36])=[O:35])[CH:32]=3)[C:40]2=[O:39])=[CH:7][CH:6]=1. Given the reactants [NH2:1][C:2]1[CH:3]=[C:4]([C:10]2[O:11][C:12]3[CH:18]=[CH:17][C:16]([C:19]4[CH:24]=[CH:23][C:22]5[O:25][CH2:26][O:27][C:21]=5[CH:20]=4)=[CH:15][C:13]=3[N:14]=2)[C:5]([O:8][CH3:9])=[CH:6][CH:7]=1.[CH:28]1[C:33]([C:34]([OH:36])=[O:35])=[CH:32][C:31]2[C:37]([O:39][C:40](=O)[C:30]=2[CH:29]=1)=[O:38], predict the reaction product. (6) Given the reactants [CH2:1]([C:8]1(O)[C:17]2[C:12](=[CH:13][CH:14]=[C:15]([O:18][CH3:19])[CH:16]=2)[O:11][CH2:10][CH:9]1[NH:20][C:21](=[O:25])[O:22][CH2:23][CH3:24])[C:2]1[CH:7]=[CH:6][CH:5]=[CH:4][CH:3]=1.Cl.[OH-].[Na+], predict the reaction product. The product is: [CH:1](=[C:8]1[C:17]2[C:12](=[CH:13][CH:14]=[C:15]([O:18][CH3:19])[CH:16]=2)[O:11][CH2:10][CH:9]1[NH:20][C:21](=[O:25])[O:22][CH2:23][CH3:24])[C:2]1[CH:3]=[CH:4][CH:5]=[CH:6][CH:7]=1. (7) Given the reactants [K+].[Br-].BrC(Br)(Br)C1C=CC2C(=CC=C([I:15])C=2)N=1.C(N(CC)CCN[C:24]([C:26]1[C:35](=[O:36])[C:34]2[C:29](=[CH:30][CH:31]=[C:32](I)[CH:33]=2)[NH:28][CH:27]=1)=O)C.NC1C=C2C(=CC=1)N=C(C(OCC)=O)C=N2.IC1C=[C:59]2C(=CC=1)NC=[C:61]([C:67]([O:69][CH2:70]C)=[O:68])[C:60]2=O, predict the reaction product. The product is: [I:15][C:33]1[CH:32]=[CH:31][CH:30]=[C:29]2[C:34]=1[C:35](=[O:36])[C:26]1[CH:24]=[CH:59][CH:60]=[C:61]([C:67]([O:69][CH3:70])=[O:68])[C:27]=1[NH:28]2. (8) Given the reactants [CH2:1]([O:4][C:5]1[CH:12]=[CH:11][C:8]([CH:9]=O)=[CH:7][CH:6]=1)[CH2:2][CH3:3].[CH3:13][C:14]([C:16]1[CH:21]=[CH:20][C:19]([O:22][CH3:23])=[C:18]([O:24][CH3:25])[C:17]=1[O:26][CH3:27])=[O:15].[OH-].[Na+], predict the reaction product. The product is: [CH2:1]([O:4][C:5]1[CH:12]=[CH:11][C:8](/[CH:9]=[CH:13]/[C:14]([C:16]2[CH:21]=[CH:20][C:19]([O:22][CH3:23])=[C:18]([O:24][CH3:25])[C:17]=2[O:26][CH3:27])=[O:15])=[CH:7][CH:6]=1)[CH2:2][CH3:3].